Dataset: Peptide-MHC class I binding affinity with 185,985 pairs from IEDB/IMGT. Task: Regression. Given a peptide amino acid sequence and an MHC pseudo amino acid sequence, predict their binding affinity value. This is MHC class I binding data. (1) The peptide sequence is MEVDRSEAK. The MHC is HLA-B44:02 with pseudo-sequence HLA-B44:02. The binding affinity (normalized) is 0.170. (2) The peptide sequence is DQIKCFEKF. The MHC is HLA-A29:02 with pseudo-sequence HLA-A29:02. The binding affinity (normalized) is 0.0237. (3) The peptide sequence is YSDPLALKEF. The MHC is HLA-A01:01 with pseudo-sequence HLA-A01:01. The binding affinity (normalized) is 0.751. (4) The peptide sequence is DHQLDPAFR. The MHC is HLA-A02:03 with pseudo-sequence HLA-A02:03. The binding affinity (normalized) is 0.253. (5) The peptide sequence is KTKDYVNGL. The MHC is HLA-B15:03 with pseudo-sequence HLA-B15:03. The binding affinity (normalized) is 0.138. (6) The peptide sequence is MVINGEQGT. The MHC is HLA-A02:19 with pseudo-sequence HLA-A02:19. The binding affinity (normalized) is 0.0847. (7) The peptide sequence is VFCNDHKGNR. The MHC is HLA-A11:01 with pseudo-sequence HLA-A11:01. The binding affinity (normalized) is 0. (8) The peptide sequence is IMHAGKRSLR. The MHC is HLA-A31:01 with pseudo-sequence HLA-A31:01. The binding affinity (normalized) is 0.850.